The task is: Predict the reactants needed to synthesize the given product.. This data is from Full USPTO retrosynthesis dataset with 1.9M reactions from patents (1976-2016). (1) The reactants are: Br[C:2]1[S:3][CH:4]=[C:5]([C:7]([O:9][CH3:10])=[O:8])[N:6]=1.[F:11][C:12]1[CH:17]=[C:16]([OH:18])[CH:15]=[C:14]([F:19])[C:13]=1B(O)O.[F-].[K+]. Given the product [F:11][C:12]1[CH:17]=[C:16]([OH:18])[CH:15]=[C:14]([F:19])[C:13]=1[C:2]1[S:3][CH:4]=[C:5]([C:7]([O:9][CH3:10])=[O:8])[N:6]=1, predict the reactants needed to synthesize it. (2) Given the product [CH3:25][O:17][C:16](=[O:18])[C:15]1[CH:14]=[CH:13][C:12]([NH:11][C:7]2[CH:6]=[C:5]([O:4][CH:1]3[CH2:3][CH2:2]3)[N:10]=[CH:9][N:8]=2)=[CH:20][CH:19]=1, predict the reactants needed to synthesize it. The reactants are: [CH:1]1([O:4][C:5]2[N:10]=[CH:9][N:8]=[C:7]([NH:11][C:12]3[CH:20]=[CH:19][C:15]([C:16]([OH:18])=[O:17])=[CH:14][CH:13]=3)[CH:6]=2)[CH2:3][CH2:2]1.S(Cl)(Cl)=O.[CH3:25]O.O. (3) Given the product [C:16]1([C:15]2[CH:14]=[CH:13][N:12]=[CH:11][C:10]=2[C:7]2[CH:6]=[CH:5][C:4]([NH2:1])=[CH:9][CH:8]=2)[CH:17]=[CH:18][CH:19]=[CH:20][CH:21]=1, predict the reactants needed to synthesize it. The reactants are: [N+:1]([C:4]1[CH:9]=[CH:8][C:7]([C:10]2[CH:11]=[N:12][CH:13]=[CH:14][C:15]=2[C:16]2[CH:21]=[CH:20][CH:19]=[CH:18][CH:17]=2)=[CH:6][CH:5]=1)([O-])=O. (4) Given the product [F:1][C:2]([F:49])([F:48])[C:3]1[CH:4]=[CH:5][C:6]([S:9]([C:12]2[CH:13]=[C:14]([CH:45]=[CH:46][CH:47]=2)[CH2:15][O:16][C:17]2[CH:22]=[CH:21][C:20]([C@@H:23]([C:40]3[CH:44]=[CH:43][O:42][N:41]=3)[CH2:24][C:59]([OH:58])=[O:50])=[CH:19][CH:18]=2)(=[O:10])=[O:11])=[CH:7][CH:8]=1, predict the reactants needed to synthesize it. The reactants are: [F:1][C:2]([F:49])([F:48])[C:3]1[CH:8]=[CH:7][C:6]([S:9]([C:12]2[CH:13]=[C:14]([CH:45]=[CH:46][CH:47]=2)[CH2:15][O:16][C:17]2[CH:22]=[CH:21][C:20]([C@@H:23]([C:40]3[CH:44]=[CH:43][O:42][N:41]=3)[CH2:24]C(N3[C@@H](CC4C=CC=CC=4)COC3=O)=O)=[CH:19][CH:18]=2)(=[O:11])=[O:10])=[CH:5][CH:4]=1.[OH:50]O.[Li+].[OH-].Cl.C1[CH2:59][O:58]CC1. (5) Given the product [F:22][C:19]1[CH:18]=[CH:17][C:16]([O:15][C:5]([CH3:14])([CH2:6][C:7]2[CH:8]=[CH:9][C:10]([O:13][CH2:36][CH2:35][C:26]3[N:27]=[C:28]([C:30]4[S:31][CH:32]=[CH:33][CH:34]=4)[O:29][C:25]=3[CH3:24])=[CH:11][CH:12]=2)[C:4]([OH:3])=[O:23])=[CH:21][CH:20]=1, predict the reactants needed to synthesize it. The reactants are: C([O:3][C:4](=[O:23])[C:5]([O:15][C:16]1[CH:21]=[CH:20][C:19]([F:22])=[CH:18][CH:17]=1)([CH3:14])[CH2:6][C:7]1[CH:12]=[CH:11][C:10]([OH:13])=[CH:9][CH:8]=1)C.[CH3:24][C:25]1[O:29][C:28]([C:30]2[S:31][CH:32]=[CH:33][CH:34]=2)=[N:27][C:26]=1[CH2:35][CH2:36]OS(C1C=CC(C)=CC=1)(=O)=O. (6) The reactants are: [Cl:1][C:2]1[CH:3]=[C:4]([NH:9][CH2:10][C:11]([OH:13])=O)[CH:5]=[C:6]([Cl:8])[CH:7]=1.C1C=CC2N(O)N=NC=2C=1.Cl.CCN(C(C)C)C(C)C.[F:34][C:35]([F:50])([F:49])[C:36]([NH:38][CH:39]1[C:48]2[C:43](=[CH:44][CH:45]=[CH:46][CH:47]=2)[CH2:42][NH:41][CH2:40]1)=[O:37]. Given the product [Cl:8][C:6]1[CH:5]=[C:4]([NH:9][CH2:10][C:11]([N:41]2[CH2:40][CH:39]([NH:38][C:36](=[O:37])[C:35]([F:50])([F:34])[F:49])[C:48]3[C:43](=[CH:44][CH:45]=[CH:46][CH:47]=3)[CH2:42]2)=[O:13])[CH:3]=[C:2]([Cl:1])[CH:7]=1, predict the reactants needed to synthesize it.